The task is: Predict the product of the given reaction.. This data is from Forward reaction prediction with 1.9M reactions from USPTO patents (1976-2016). (1) Given the reactants [CH3:1][N:2]1[CH:6]=[CH:5][N:4]=[C:3]1[CH:7]([NH:9]S(C(C)(C)C)=O)[CH3:8].[ClH:16], predict the reaction product. The product is: [ClH:16].[ClH:16].[CH3:1][N:2]1[CH:6]=[CH:5][N:4]=[C:3]1[CH:7]([NH2:9])[CH3:8]. (2) Given the reactants [Cl:1][C:2]1[CH:3]=[C:4]([C:9](O)([C:22]([F:25])([F:24])[F:23])[CH2:10][C:11]([C:13]2[CH:14]=[CH:15][C:16]([F:21])=[C:17]([CH:20]=2)[C:18]#[N:19])=[O:12])[CH:5]=[C:6]([Cl:8])[CH:7]=1.S(Cl)(Cl)=O.N1C=CC=CC=1, predict the reaction product. The product is: [Cl:1][C:2]1[CH:3]=[C:4]([C:9]([C:22]([F:25])([F:24])[F:23])=[CH:10][C:11]([C:13]2[CH:14]=[CH:15][C:16]([F:21])=[C:17]([CH:20]=2)[C:18]#[N:19])=[O:12])[CH:5]=[C:6]([Cl:8])[CH:7]=1. (3) Given the reactants [F:1][C:2]1[CH:7]=[CH:6][CH:5]=[C:4]([F:8])[C:3]=1[N:9]1[C:14]2[N:15]=[C:16](S(C)=O)[N:17]=[C:18]([C:19]3[CH:20]=[C:21]([CH:30]=[CH:31][C:32]=3[CH3:33])[C:22]([NH:24][C:25]3[S:26][CH:27]=[CH:28][N:29]=3)=[O:23])[C:13]=2[CH2:12][NH:11][C:10]1=[O:37].[CH3:38][N:39]([CH3:43])[CH2:40][CH2:41][NH2:42].C(N(CC)CC)C, predict the reaction product. The product is: [F:1][C:2]1[CH:7]=[CH:6][CH:5]=[C:4]([F:8])[C:3]=1[N:9]1[C:14]2[N:15]=[C:16]([NH:42][CH2:41][CH2:40][N:39]([CH3:43])[CH3:38])[N:17]=[C:18]([C:19]3[CH:20]=[C:21]([CH:30]=[CH:31][C:32]=3[CH3:33])[C:22]([NH:24][C:25]3[S:26][CH:27]=[CH:28][N:29]=3)=[O:23])[C:13]=2[CH2:12][NH:11][C:10]1=[O:37]. (4) The product is: [N:10]1([CH2:15][C:16]([N:18]2[CH2:22][C@H:21]([CH2:23][NH:24][CH2:1][C:2]3[CH:7]=[CH:6][CH:5]=[CH:4][CH:3]=3)[CH2:20][C@H:19]2[C:25]([NH:27][C:28]2[CH:33]=[CH:32][C:31]([O:34][C:35]3[CH:36]=[CH:37][C:38]([F:41])=[CH:39][CH:40]=3)=[CH:30][CH:29]=2)=[O:26])=[O:17])[CH:14]=[N:13][CH:12]=[N:11]1. Given the reactants [CH2:1](Br)[C:2]1[CH:7]=[CH:6][CH:5]=[CH:4][CH:3]=1.Cl.[N:10]1([CH2:15][C:16]([N:18]2[CH2:22][C@H:21]([CH2:23][NH2:24])[CH2:20][C@H:19]2[C:25]([NH:27][C:28]2[CH:33]=[CH:32][C:31]([O:34][C:35]3[CH:40]=[CH:39][C:38]([F:41])=[CH:37][CH:36]=3)=[CH:30][CH:29]=2)=[O:26])=[O:17])[CH:14]=[N:13][CH:12]=[N:11]1.CN(C=O)C.C([O-])([O-])=O.[K+].[K+], predict the reaction product. (5) Given the reactants [CH2:1]([CH:3]1[N:12]2[C:7](=[CH:8][C:9](=[O:18])[C:10]([C:13]([O:15][CH2:16][CH3:17])=[O:14])=[CH:11]2)[C:6]2[CH:19]=[C:20]([O:24][CH3:25])[C:21]([OH:23])=[CH:22][C:5]=2[CH2:4]1)[CH3:2].Br[CH2:27][CH2:28][CH2:29][CH3:30].C([O-])([O-])=O.[K+].[K+].O, predict the reaction product. The product is: [CH2:27]([O:23][C:21]1[C:20]([O:24][CH3:25])=[CH:19][C:6]2[C:7]3[N:12]([CH:3]([CH2:1][CH3:2])[CH2:4][C:5]=2[CH:22]=1)[CH:11]=[C:10]([C:13]([O:15][CH2:16][CH3:17])=[O:14])[C:9](=[O:18])[CH:8]=3)[CH2:28][CH2:29][CH3:30]. (6) Given the reactants Br[C:2]1[C:3](=[O:10])[CH2:4][CH2:5][C:6]=1[O:7][CH2:8][CH3:9].C([O-])([O-])=O.[K+].[K+].[F:17][C:18]1[CH:23]=[CH:22][C:21](B(O)O)=[CH:20][CH:19]=1, predict the reaction product. The product is: [CH2:8]([O:7][C:6]1[CH2:5][CH2:4][C:3](=[O:10])[C:2]=1[C:21]1[CH:22]=[CH:23][C:18]([F:17])=[CH:19][CH:20]=1)[CH3:9]. (7) Given the reactants O[CH2:2][C:3]1[CH:8]=[CH:7][C:6]([S:9][CH:10]2[CH2:13][N:12]([C:14]([C:16]3[O:17][C:18]([C:21]4[CH:26]=[CH:25][CH:24]=[CH:23][CH:22]=4)=[N:19][N:20]=3)=[O:15])[CH2:11]2)=[CH:5][CH:4]=1.S(Cl)([Cl:29])=O, predict the reaction product. The product is: [Cl:29][CH2:2][C:3]1[CH:8]=[CH:7][C:6]([S:9][CH:10]2[CH2:13][N:12]([C:14]([C:16]3[O:17][C:18]([C:21]4[CH:26]=[CH:25][CH:24]=[CH:23][CH:22]=4)=[N:19][N:20]=3)=[O:15])[CH2:11]2)=[CH:5][CH:4]=1. (8) Given the reactants [H-].[Na+].[CH3:3]I.[Br:5][C:6]1[CH:11]=[CH:10][C:9]([CH2:12][CH2:13][CH2:14][CH2:15][OH:16])=[CH:8][CH:7]=1.O, predict the reaction product. The product is: [Br:5][C:6]1[CH:7]=[CH:8][C:9]([CH2:12][CH2:13][CH2:14][CH2:15][O:16][CH3:3])=[CH:10][CH:11]=1. (9) Given the reactants [N+:1]([C:4]1[CH:9]=[CH:8][C:7]([C:10]2[N:11]=[C:12]([CH2:15][N:16]3[CH:20]=[C:19]([C:21]([O:23][CH2:24][CH3:25])=[O:22])[CH:18]=[N:17]3)[S:13][CH:14]=2)=[CH:6][CH:5]=1)([O-])=O, predict the reaction product. The product is: [NH2:1][C:4]1[CH:9]=[CH:8][C:7]([C:10]2[N:11]=[C:12]([CH2:15][N:16]3[CH:20]=[C:19]([C:21]([O:23][CH2:24][CH3:25])=[O:22])[CH:18]=[N:17]3)[S:13][CH:14]=2)=[CH:6][CH:5]=1. (10) The product is: [CH2:20]([C:15]1[N:14]=[N:13][C:12]([N:9]2[CH2:10][CH2:11][CH:6]([C:4]([OH:5])=[O:3])[CH2:7][CH2:8]2)=[C:17]([CH3:18])[C:16]=1[CH3:19])[C:21]1[CH:26]=[CH:25][CH:24]=[CH:23][CH:22]=1. Given the reactants C([O:3][C:4]([CH:6]1[CH2:11][CH2:10][N:9]([C:12]2[N:13]=[N:14][C:15]([CH2:20][C:21]3[CH:26]=[CH:25][CH:24]=[CH:23][CH:22]=3)=[C:16]([CH3:19])[C:17]=2[CH3:18])[CH2:8][CH2:7]1)=[O:5])C.[OH-].[Na+], predict the reaction product.